From a dataset of Catalyst prediction with 721,799 reactions and 888 catalyst types from USPTO. Predict which catalyst facilitates the given reaction. (1) Product: [C:48]([O:45][C:29]1[CH:30]=[C:31]2[C:26](=[CH:27][CH:28]=1)[C:25]1[CH2:24][CH2:23][N:22]3[C@H:34]([CH2:35][C@H:36]4[C@@H:20]([CH2:21]3)[CH2:19][C@@H:18]([O:17][C:15]([C:10]3[CH:9]=[C:8]([O:46][CH3:47])[C:7]([O:6][C:4]([O:3][CH2:1][CH3:2])=[O:5])=[C:12]([O:13][CH3:14])[CH:11]=3)=[O:16])[C@H:38]([O:39][CH3:40])[C@H:37]4[C:41]([O:43][CH3:44])=[O:42])[C:33]=1[NH:32]2)(=[O:55])[C:49]1[CH:54]=[CH:53][CH:52]=[CH:51][CH:50]=1. Reactant: [CH2:1]([O:3][C:4]([O:6][C:7]1[C:12]([O:13][CH3:14])=[CH:11][C:10]([C:15]([O:17][C@H:18]2[C@H:38]([O:39][CH3:40])[C@@H:37]([C:41]([O:43][CH3:44])=[O:42])[C@@H:36]3[C@@H:20]([CH2:21][N:22]4[C@H:34]([CH2:35]3)[C:33]3[NH:32][C:31]5[C:26](=[CH:27][CH:28]=[C:29]([OH:45])[CH:30]=5)[C:25]=3[CH2:24][CH2:23]4)[CH2:19]2)=[O:16])=[CH:9][C:8]=1[O:46][CH3:47])=[O:5])[CH3:2].[C:48](Cl)(=[O:55])[C:49]1[CH:54]=[CH:53][CH:52]=[CH:51][CH:50]=1. The catalyst class is: 383. (2) Reactant: [F:1][C:2]1[CH:3]=[N:4][N:5]([C:7]2([C:10]([O:12]CC3C=CC=CC=3)=[O:11])[CH2:9][CH2:8]2)[CH:6]=1. The catalyst class is: 5. Product: [F:1][C:2]1[CH:3]=[N:4][N:5]([C:7]2([C:10]([OH:12])=[O:11])[CH2:9][CH2:8]2)[CH:6]=1. (3) Reactant: C([O:4][C:5]1[CH:10]=[CH:9][C:8]([C@H:11]2[CH2:16][CH2:15][C@H:14]([O:17][CH2:18][C:19]([O:21][C:22]([CH3:25])([CH3:24])[CH3:23])=[O:20])[CH2:13][CH2:12]2)=[CH:7][CH:6]=1)C=C.N1C(=O)CC(=O)NC1=O. Product: [OH:4][C:5]1[CH:10]=[CH:9][C:8]([C@H:11]2[CH2:16][CH2:15][C@H:14]([O:17][CH2:18][C:19]([O:21][C:22]([CH3:25])([CH3:24])[CH3:23])=[O:20])[CH2:13][CH2:12]2)=[CH:7][CH:6]=1. The catalyst class is: 668. (4) Reactant: [C:1]([C:3]1[CH:4]=[C:5]([CH:8]=[CH:9][CH:10]=1)[CH:6]=O)#[N:2].C([O:13][C:14](=O)[CH2:15][C:16]#[N:17])C.[CH:19]1([NH:22][C:23]([NH2:25])=[NH:24])[CH2:21][CH2:20]1.Cl.C(=O)([O-])[O-].[K+].[K+]. Product: [C:16]([C:15]1[C:14](=[O:13])[NH:25][C:23]([NH:22][CH:19]2[CH2:21][CH2:20]2)=[N:24][C:6]=1[C:5]1[CH:8]=[CH:9][CH:10]=[C:3]([C:1]#[N:2])[CH:4]=1)#[N:17]. The catalyst class is: 8. (5) Reactant: [CH2:1]([C:3]([C:28]1[CH:33]=[CH:32][C:31](B2OC(C)(C)C(C)(C)O2)=[C:30]([CH3:43])[CH:29]=1)([C:6]1[CH:11]=[CH:10][C:9]([CH2:12][CH2:13][C:14]([O:23][CH2:24][O:25][CH3:26])([C:19]([F:22])([F:21])[F:20])[C:15]([F:18])([F:17])[F:16])=[C:8]([CH3:27])[CH:7]=1)[CH2:4][CH3:5])[CH3:2].[CH3:44][O:45][C:46](=[O:55])[CH2:47][C:48]1[CH:49]=[N:50][CH:51]=[C:52](Br)[CH:53]=1.P([O-])([O-])([O-])=O.[K+].[K+].[K+]. Product: [CH3:44][O:45][C:46](=[O:55])[CH2:47][C:48]1[CH:49]=[N:50][CH:51]=[C:52]([C:31]2[CH:32]=[CH:33][C:28]([C:3]([CH2:1][CH3:2])([C:6]3[CH:11]=[CH:10][C:9]([CH2:12][CH2:13][C:14]([O:23][CH2:24][O:25][CH3:26])([C:19]([F:22])([F:20])[F:21])[C:15]([F:18])([F:16])[F:17])=[C:8]([CH3:27])[CH:7]=3)[CH2:4][CH3:5])=[CH:29][C:30]=2[CH3:43])[CH:53]=1. The catalyst class is: 103. (6) Product: [NH2:58][C:59]1[C:68]([N:69]2[CH2:70][CH2:71][O:72][CH2:73][CH2:74]2)=[CH:67][C:66]2[C:61](=[CH:62][C:63]([F:78])=[C:64]([C:2]3[C:7]([CH3:8])=[CH:6][CH:5]=[CH:4][C:3]=3[C:9]([N:11]3[CH2:15][CH2:14][CH2:13][CH2:12]3)=[O:10])[CH:65]=2)[N:60]=1. Reactant: Br[C:2]1[C:7]([CH3:8])=[CH:6][CH:5]=[CH:4][C:3]=1[C:9]([N:11]1[CH2:15][CH2:14][CH2:13][CH2:12]1)=[O:10].C1(P(C2CCCCC2)C2C=CC=CC=2C2C(C(C)C)=CC(C(C)C)=CC=2C(C)C)CCCCC1.P([O-])([O-])([O-])=O.[K+].[K+].[K+].[NH2:58][C:59]1[C:68]([N:69]2[CH2:74][CH2:73][O:72][CH2:71][CH2:70]2)=[CH:67][C:66]2[C:61](=[CH:62][C:63]([F:78])=[C:64](B(O)O)[CH:65]=2)[N:60]=1. The catalyst class is: 552.